This data is from Reaction yield outcomes from USPTO patents with 853,638 reactions. The task is: Predict the reaction yield, written as a fraction of the theoretical maximum amount of product (1.0 means a 100% yield; for example, 0.34 means a 34% yield). (1) The reactants are [Br:1][C:2]1[CH:7]=[CH:6][C:5]([CH:8]([C:19]2[CH:24]=[CH:23][CH:22]=[CH:21][C:20]=2[CH3:25])[CH2:9][C:10]([C@H:12]2[CH2:17][CH2:16][C@H:15]([OH:18])[CH2:14][CH2:13]2)=O)=[CH:4][CH:3]=1.Cl.[NH2:27][OH:28].C(=O)([O-])O.[Na+].C(O)C. The catalyst is O. The product is [Br:1][C:2]1[CH:7]=[CH:6][C:5]([CH:8]([C:19]2[CH:24]=[CH:23][CH:22]=[CH:21][C:20]=2[CH3:25])[CH2:9]/[C:10](/[C@H:12]2[CH2:17][CH2:16][C@H:15]([OH:18])[CH2:14][CH2:13]2)=[N:27]\[OH:28])=[CH:4][CH:3]=1. The yield is 0.730. (2) The reactants are C([N:3]([CH2:13][CH3:14])[C:4](=[O:12])[C:5]1[CH:10]=[CH:9][CH:8]=[CH:7][C:6]=1[CH3:11])C.[N:15]1([CH2:21]CC#N)[CH2:20][CH2:19][CH2:18][CH2:17][CH2:16]1. No catalyst specified. The product is [N:15]1([CH2:21][CH2:14][C:13]2[NH:3][C:4](=[O:12])[C:5]3[C:6]([CH:11]=2)=[CH:7][CH:8]=[CH:9][CH:10]=3)[CH2:20][CH2:19][CH2:18][CH2:17][CH2:16]1. The yield is 0.0300. (3) The product is [CH3:30][C:22]1[CH:27]=[CH:26][C:25]([C:9]([C:10]2[C:11]([NH:12][C:7](=[O:8])[C:1]3[CH:6]=[CH:5][CH:4]=[CH:3][CH:2]=3)=[CH:13][C:14]3[CH2:15][CH2:16][CH2:17][CH2:18][C:19]=3[CH:20]=2)=[O:21])=[CH:24][CH:23]=1. The yield is 0.653. The reactants are [C:1]1([C:7]2[O:8][C:9](=[O:21])[C:10]3[CH:20]=[C:19]4[C:14]([CH2:15][CH2:16][CH2:17][CH2:18]4)=[CH:13][C:11]=3[N:12]=2)[CH:6]=[CH:5][CH:4]=[CH:3][CH:2]=1.[C:22]1([CH3:30])[CH:27]=[CH:26][C:25]([Mg]Br)=[CH:24][CH:23]=1.O1CCCC1. The catalyst is ClCCl. (4) The reactants are [N:1]1[CH:6]=[CH:5][CH:4]=[CH:3][C:2]=1[S:7][C:8]1[CH:9]=[C:10]([O:16][C:17]2[C:18]([CH3:24])=[N:19][N:20]([CH3:23])[C:21]=2[CH3:22])[C:11]([C:14]#[N:15])=[N:12][CH:13]=1.S(=O)(=O)(O)[OH:26].[OH-].[Na+]. The catalyst is O. The product is [N:1]1[CH:6]=[CH:5][CH:4]=[CH:3][C:2]=1[S:7][C:8]1[CH:9]=[C:10]([O:16][C:17]2[C:18]([CH3:24])=[N:19][N:20]([CH3:23])[C:21]=2[CH3:22])[C:11]([C:14]([NH2:15])=[O:26])=[N:12][CH:13]=1. The yield is 0.890. (5) The reactants are [CH3:1][C:2]1[CH:3]=[CH:4][C:5]([N+:11]([O-:13])=[O:12])=[C:6]([CH:10]=1)[C:7]([OH:9])=O.[OH:14][NH:15][C:16](=[NH:22])[C:17]([O:19][CH2:20][CH3:21])=[O:18].CN(C(ON1N=NC2C=CC=NC1=2)=[N+](C)C)C.F[P-](F)(F)(F)(F)F.CCN(C(C)C)C(C)C. The catalyst is C(#N)C. The product is [OH:14][N:15]=[C:16]([NH:22][C:7](=[O:9])[C:6]1[CH:10]=[C:2]([CH3:1])[CH:3]=[CH:4][C:5]=1[N+:11]([O-:13])=[O:12])[C:17]([O:19][CH2:20][CH3:21])=[O:18]. The yield is 0.920. (6) The reactants are [Cl:1][C:2]1[N:3]=[C:4](Cl)[C:5]2[S:10][CH:9]=[C:8]([CH2:11][CH3:12])[C:6]=2[N:7]=1.[C:14]([NH2:18])([CH3:17])([CH3:16])[CH3:15]. The catalyst is CN(C=O)C. The product is [C:14]([NH:18][C:4]1[C:5]2[S:10][CH:9]=[C:8]([CH2:11][CH3:12])[C:6]=2[N:7]=[C:2]([Cl:1])[N:3]=1)([CH3:17])([CH3:16])[CH3:15]. The yield is 0.817. (7) The reactants are Br[Si](C)(C)C.CC(O[O:10][P:11]([CH2:18][P:19]([CH2:25][CH2:26][CH2:27][CH2:28][CH2:29][CH2:30][CH2:31][CH2:32][CH2:33][CH2:34][CH2:35][CH2:36][CH2:37][CH2:38][CH2:39][CH2:40][CH3:41])([O:21]C(C)C)=[O:20])(=[O:17])[O:12]OC(C)C)C.C(N(CCCC)CCCC)CCC.[Na+:55].[I-].CC(C)=O. The catalyst is CO. The product is [Na+:55].[Na+:55].[Na+:55].[CH2:25]([P:19]([CH2:18][P:11](=[O:10])([O-:17])[O-:12])([OH:21])=[O:20])[CH2:26][CH2:27][CH2:28][CH2:29][CH2:30][CH2:31][CH2:32][CH2:33][CH2:34][CH2:35][CH2:36][CH2:37][CH2:38][CH2:39][CH2:40][CH3:41]. The yield is 0.850.